From a dataset of KCNQ2 potassium channel screen with 302,405 compounds. Binary Classification. Given a drug SMILES string, predict its activity (active/inactive) in a high-throughput screening assay against a specified biological target. (1) The molecule is O=C1N(c2c(N(C1(C)C)C(=O)C)cccc2)CC=C. The result is 0 (inactive). (2) The compound is Clc1c(NC(=O)c2oc3c(c2)cccc3)nccc1. The result is 0 (inactive).